Predict the reactants needed to synthesize the given product. From a dataset of Full USPTO retrosynthesis dataset with 1.9M reactions from patents (1976-2016). (1) Given the product [Cl:24][C:25]1[CH:26]=[C:27]([N:47]([C@H:48]2[CH2:53][CH2:52][C@H:51]([N:54]([CH3:55])[CH3:56])[CH2:50][CH2:49]2)[CH2:57][CH3:58])[C:28]([CH3:46])=[C:29]([CH:45]=1)[C:30]([NH:32][CH2:33][C:34]1[C:42]([CH:2]([CH3:3])[CH3:10])=[N:41][N:38]([CH3:37])[C:39]=1[O:40][CH3:59])=[O:31], predict the reactants needed to synthesize it. The reactants are: Cl[C:2]1[CH:3]=C(N([C@H]2CC[C@H](N(C)C)CC2)CC)C(C)=C([CH:10]=1)C(O)=O.[Cl:24][C:25]1[CH:26]=[C:27]([N:47]([CH2:57][CH3:58])[C@H:48]2[CH2:53][CH2:52][C@H:51]([N:54]([CH3:56])[CH3:55])[CH2:50][CH2:49]2)[C:28]([CH3:46])=[C:29]([CH:45]=1)[C:30]([NH:32][CH2:33][C:34]1[C:39](=[O:40])[N:38]2[NH:41][CH:42]=C[C:37]2=CC=1C)=[O:31].[CH3:59]C(C)C(=O)CC(OCC)=O.C(N(CC)CC)C.C1CN([P+](ON2N=NC3C=CC=CC2=3)(N2CCCC2)N2CCCC2)CC1.F[P-](F)(F)(F)(F)F. (2) Given the product [Br:19][C:18]1[C:13]2[O:12][CH:11]([CH:20]([CH3:22])[CH3:21])[CH2:10][N:9]([C:7](=[O:8])/[CH:6]=[CH:5]/[C:4]([OH:23])=[O:3])[C:14]=2[CH:15]=[CH:16][CH:17]=1, predict the reactants needed to synthesize it. The reactants are: C([O:3][C:4](=[O:23])/[CH:5]=[CH:6]/[C:7]([N:9]1[C:14]2[CH:15]=[CH:16][CH:17]=[C:18]([Br:19])[C:13]=2[O:12][CH:11]([CH:20]([CH3:22])[CH3:21])[CH2:10]1)=[O:8])C.[OH-].[Na+]. (3) Given the product [C:25]([N:17]([CH2:18][C:19]1[CH:24]=[CH:23][CH:22]=[CH:21][CH:20]=1)[C:15]1[CH:14]=[CH:13][C:12]2[N:8]([CH2:7][C:6]([OH:31])=[O:5])[C:9]([CH2:28][CH2:29][CH3:30])=[N:10][C:11]=2[CH:16]=1)(=[O:27])[CH3:26], predict the reactants needed to synthesize it. The reactants are: C([O:5][C:6](=[O:31])[CH2:7][N:8]1[C:12]2[CH:13]=[CH:14][C:15]([N:17]([C:25](=[O:27])[CH3:26])[CH2:18][C:19]3[CH:24]=[CH:23][CH:22]=[CH:21][CH:20]=3)=[CH:16][C:11]=2[N:10]=[C:9]1[CH2:28][CH2:29][CH3:30])(C)(C)C.C(O)(C(F)(F)F)=O. (4) Given the product [CH2:1]([C:3]1[C:11]2[C:6](=[CH:7][C:8]([C:12]3[N:17]=[C:16]4[N:18]([CH2:21][C:22]5[CH:23]=[C:24]6[C:29](=[CH:30][CH:31]=5)[N:28]=[CH:27][CH:26]=[CH:25]6)[N:19]=[N:20][C:15]4=[CH:14][CH:13]=3)=[CH:9][CH:10]=2)[NH:5][N:4]=1)[CH3:2], predict the reactants needed to synthesize it. The reactants are: [CH2:1]([C:3]1[C:11]2[C:6](=[CH:7][C:8]([C:12]3[N:17]=[C:16]4[N:18]([CH2:21][C:22]5[CH:23]=[C:24]6[C:29](=[CH:30][CH:31]=5)[N:28]=[CH:27][CH:26]=[CH:25]6)[N:19]=[N:20][C:15]4=[CH:14][CH:13]=3)=[CH:9][CH:10]=2)[N:5](C(OC(C)(C)C)=O)[N:4]=1)[CH3:2].C(O)(C(F)(F)F)=O.[OH-].[Na+]. (5) Given the product [ClH:25].[CH:1]1([C:4]2[N:5]=[CH:6][N:7]([C:9]3[C:10]([CH3:18])=[CH:11][C:12]([F:17])=[C:19]([CH:16]=3)[C:20]([OH:21])=[O:24])[CH:8]=2)[CH2:3][CH2:2]1, predict the reactants needed to synthesize it. The reactants are: [CH:1]1([C:4]2[N:5]=[CH:6][N:7]([C:9]3[C:10]([CH3:18])=[CH:11][C:12]([F:17])=C([CH:16]=3)C#N)[CH:8]=2)[CH2:3][CH2:2]1.[CH3:19][C:20](=[O:24])[O:21]CC.[ClH:25]. (6) Given the product [CH2:1]([O:3][C:4](=[O:25])[CH2:5][N:6]1[C:10]([CH3:11])=[C:9]([C:12]2[CH:17]=[CH:16][C:15]([C:18]([F:20])([F:21])[F:19])=[CH:14][C:13]=2[CH2:22][NH:33][CH2:26][C:27]2[CH:32]=[CH:31][CH:30]=[CH:29][CH:28]=2)[C:8]([CH3:24])=[N:7]1)[CH3:2], predict the reactants needed to synthesize it. The reactants are: [CH2:1]([O:3][C:4](=[O:25])[CH2:5][N:6]1[C:10]([CH3:11])=[C:9]([C:12]2[CH:17]=[CH:16][C:15]([C:18]([F:21])([F:20])[F:19])=[CH:14][C:13]=2[CH:22]=O)[C:8]([CH3:24])=[N:7]1)[CH3:2].[CH2:26]([NH2:33])[C:27]1[CH:32]=[CH:31][CH:30]=[CH:29][CH:28]=1. (7) Given the product [OH:8][C:9]1[CH:10]=[CH:11][C:12]([O:13][CH2:14][C:15]([O:17][CH2:18][CH3:19])=[O:16])=[CH:20][CH:21]=1, predict the reactants needed to synthesize it. The reactants are: C([O:8][C:9]1[CH:21]=[CH:20][C:12]([O:13][CH2:14][C:15]([O:17][CH2:18][CH3:19])=[O:16])=[CH:11][CH:10]=1)C1C=CC=CC=1.